From a dataset of Reaction yield outcomes from USPTO patents with 853,638 reactions. Predict the reaction yield, written as a fraction of the theoretical maximum amount of product (1.0 means a 100% yield; for example, 0.34 means a 34% yield). The reactants are [CH:1]1([CH:5]([C:19]2[CH:24]=[CH:23][CH:22]=[CH:21][N:20]=2)[NH:6][C:7]([C:9]2[CH:10]=[C:11]3[C:15](=[CH:16][CH:17]=2)[NH:14][N:13]=[C:12]3I)=[O:8])[CH2:4][CH2:3][CH2:2]1.[CH3:25][N:26]1[CH2:31][CH2:30][CH:29]([O:32][C:33]2[CH:38]=[CH:37][C:36](B3OC(C)(C)C(C)(C)O3)=[CH:35][CH:34]=2)[CH2:28][CH2:27]1.C([O-])([O-])=O.[Na+].[Na+]. The catalyst is C1C=CC([P]([Pd]([P](C2C=CC=CC=2)(C2C=CC=CC=2)C2C=CC=CC=2)([P](C2C=CC=CC=2)(C2C=CC=CC=2)C2C=CC=CC=2)[P](C2C=CC=CC=2)(C2C=CC=CC=2)C2C=CC=CC=2)(C2C=CC=CC=2)C2C=CC=CC=2)=CC=1.C1(C)C=CC=CC=1.CCO. The product is [CH:1]1([CH:5]([C:19]2[CH:24]=[CH:23][CH:22]=[CH:21][N:20]=2)[NH:6][C:7]([C:9]2[CH:10]=[C:11]3[C:15](=[CH:16][CH:17]=2)[NH:14][N:13]=[C:12]3[C:36]2[CH:37]=[CH:38][C:33]([O:32][CH:29]3[CH2:28][CH2:27][N:26]([CH3:25])[CH2:31][CH2:30]3)=[CH:34][CH:35]=2)=[O:8])[CH2:4][CH2:3][CH2:2]1. The yield is 0.310.